The task is: Predict which catalyst facilitates the given reaction.. This data is from Catalyst prediction with 721,799 reactions and 888 catalyst types from USPTO. (1) Reactant: [Cl:1][C:2]1[CH:11]=[C:10]([C:12](=O)[CH3:13])[C:9]([N:15]2[CH2:20][CH2:19][C:18]([OH:27])([C:21]3[CH:26]=[CH:25][CH:24]=[CH:23][CH:22]=3)[CH2:17][CH2:16]2)=[C:8]2[C:3]=1[CH:4]=[CH:5][CH:6]=[N:7]2.C([O-])(=O)C.[NH4+].C([BH3-])#[N:34].[Na+]. Product: [NH2:34][CH:12]([C:10]1[C:9]([N:15]2[CH2:20][CH2:19][C:18]([C:21]3[CH:26]=[CH:25][CH:24]=[CH:23][CH:22]=3)([OH:27])[CH2:17][CH2:16]2)=[C:8]2[C:3]([CH:4]=[CH:5][CH:6]=[N:7]2)=[C:2]([Cl:1])[CH:11]=1)[CH3:13]. The catalyst class is: 449. (2) Reactant: [NH2:1][C:2]1[CH:11]=[CH:10][CH:9]=[C:8]2[C:3]=1[CH:4]=[CH:5][C:6]([C:12]([NH2:14])=[O:13])=[N:7]2.[F:15][C:16]1[CH:17]=[CH:18][C:19]([O:34][CH3:35])=[C:20]([C:22]([CH3:33])([CH3:32])[CH2:23][C:24]([OH:31])([C:27]([F:30])([F:29])[F:28])[CH:25]=O)[CH:21]=1.C(O)(=O)C.O. Product: [F:15][C:16]1[CH:17]=[CH:18][C:19]([O:34][CH3:35])=[C:20]([C:22]([CH3:32])([CH3:33])[CH2:23][C:24]([OH:31])([C:27]([F:30])([F:29])[F:28])[CH:25]=[N:1][C:2]2[CH:11]=[CH:10][CH:9]=[C:8]3[C:3]=2[CH:4]=[CH:5][C:6]([C:12]([NH2:14])=[O:13])=[N:7]3)[CH:21]=1. The catalyst class is: 11. (3) The catalyst class is: 4. Product: [C:1]([O:5][C:6]([N:8]1[C:13]2[CH:14]=[CH:15][CH:16]=[CH:17][C:12]=2[S:35](=[O:39])(=[O:37])[CH:10]=[C:9]1[CH2:18][C:19]([O:21][CH2:22][CH3:23])=[O:20])=[O:7])([CH3:3])([CH3:4])[CH3:2]. Reactant: [C:1]([O:5][C:6]([N:8]1[C:13]2[CH:14]=[CH:15][CH:16]=[CH:17][C:12]=2S[CH:10]=[C:9]1[CH2:18][C:19]([O:21][CH2:22][CH3:23])=[O:20])=[O:7])([CH3:4])([CH3:3])[CH3:2].ClC1C=C(C=CC=1)C(OO)=O.[S:35]([O-:39])([O-])(=[O:37])=S.[Na+].[Na+]. (4) Reactant: [NH2:1][CH2:2][C:3]1[CH:8]=[C:7]([CH3:9])[N:6]=[C:5]([CH3:10])[CH:4]=1.[Br:11][C:12]1[S:16][C:15]([S:17](Cl)(=[O:19])=[O:18])=[CH:14][CH:13]=1.C(N(CC)CC)C. Product: [CH3:10][C:5]1[CH:4]=[C:3]([CH2:2][NH:1][S:17]([C:15]2[S:16][C:12]([Br:11])=[CH:13][CH:14]=2)(=[O:19])=[O:18])[CH:8]=[C:7]([CH3:9])[N:6]=1. The catalyst class is: 1. (5) Reactant: [C:1]([C:3]1[CH:4]=[C:5]([CH:9]=[CH:10][CH:11]=1)[C:6](O)=[O:7])#[CH:2].C[CH2:13][N:14](C(C)C)C(C)C.C1C=CC2N(O)N=NC=2C=1.CCN=C=NCCCN(C)C.CN.C1COCC1.C(OC(C)C)(C)C. Product: [C:1]([C:3]1[CH:4]=[C:5]([CH:9]=[CH:10][CH:11]=1)[C:6]([NH:14][CH3:13])=[O:7])#[CH:2]. The catalyst class is: 3. (6) Reactant: [CH2:1]([O:3][C:4]1[C:8]([CH3:9])=[C:7]([NH2:10])[N:6]([C:11]2[CH:16]=[CH:15][CH:14]=[CH:13][CH:12]=2)[N:5]=1)[CH3:2].[OH-].[Na+].Cl[C:20]([O:22][C:23]1[CH:28]=[CH:27][CH:26]=[CH:25][CH:24]=1)=[O:21]. Product: [CH2:1]([O:3][C:4]1[C:8]([CH3:9])=[C:7]([NH:10][C:20](=[O:21])[O:22][C:23]2[CH:28]=[CH:27][CH:26]=[CH:25][CH:24]=2)[N:6]([C:11]2[CH:16]=[CH:15][CH:14]=[CH:13][CH:12]=2)[N:5]=1)[CH3:2]. The catalyst class is: 25.